Dataset: Peptide-MHC class II binding affinity with 134,281 pairs from IEDB. Task: Regression. Given a peptide amino acid sequence and an MHC pseudo amino acid sequence, predict their binding affinity value. This is MHC class II binding data. (1) The peptide sequence is LCGFIKQKLALGGSI. The MHC is DRB1_0101 with pseudo-sequence DRB1_0101. The binding affinity (normalized) is 0.712. (2) The peptide sequence is IYHKCDNACIGSIRN. The MHC is DRB1_0301 with pseudo-sequence DRB1_0301. The binding affinity (normalized) is 0.0603. (3) The peptide sequence is NFLGPIAVGGLLMML. The MHC is DRB3_0202 with pseudo-sequence DRB3_0202. The binding affinity (normalized) is 0.